Dataset: Catalyst prediction with 721,799 reactions and 888 catalyst types from USPTO. Task: Predict which catalyst facilitates the given reaction. (1) Reactant: [N:1]12[CH2:8][CH2:7][C:4]([C:9]([C:18]3[CH:23]=[CH:22][CH:21]=[C:20]([F:24])[CH:19]=3)([C:11]3[CH:16]=[CH:15][CH:14]=[C:13]([F:17])[CH:12]=3)[OH:10])([CH2:5][CH2:6]1)[CH2:3][CH2:2]2.[C:25]1([CH2:31][O:32][CH2:33][CH2:34][Br:35])[CH:30]=[CH:29][CH:28]=[CH:27][CH:26]=1. Product: [Br-:35].[F:17][C:13]1[CH:12]=[C:11]([C:9]([C:18]2[CH:23]=[CH:22][CH:21]=[C:20]([F:24])[CH:19]=2)([OH:10])[C:4]23[CH2:5][CH2:6][N+:1]([CH2:34][CH2:33][O:32][CH2:31][C:25]4[CH:30]=[CH:29][CH:28]=[CH:27][CH:26]=4)([CH2:2][CH2:3]2)[CH2:8][CH2:7]3)[CH:16]=[CH:15][CH:14]=1. The catalyst class is: 23. (2) Reactant: I[C:2]1[CH:7]=[N:6][CH:5]=[CH:4][N:3]=1.C(=O)([O-])[O-].[Cs+].[Cs+].[OH:14][C:15]1[CH:22]=[CH:21][C:18]([C:19]#[N:20])=[CH:17][CH:16]=1.Cl.CN(C)CC(O)=O. Product: [N:3]1[CH:4]=[CH:5][N:6]=[CH:7][C:2]=1[O:14][C:15]1[CH:22]=[CH:21][C:18]([C:19]#[N:20])=[CH:17][CH:16]=1. The catalyst class is: 321. (3) Reactant: [C:1]([O:5][C:6]([NH:8][C@@H:9]([C@H:13]([OH:15])[CH3:14])[C:10]([OH:12])=[O:11])=[O:7])([CH3:4])([CH3:3])[CH3:2].[C:16](=O)([O-])[O-].[K+].[K+].IC. Product: [CH3:16][O:11][C:10](=[O:12])[C@@H:9]([NH:8][C:6]([O:5][C:1]([CH3:4])([CH3:3])[CH3:2])=[O:7])[C@H:13]([OH:15])[CH3:14]. The catalyst class is: 35. (4) Reactant: [CH2:1]([O:3][C:4]([C:6]1C(=O)O[N:8]([C:12]([O:14][C:15]2[CH:20]=[CH:19][CH:18]=[CH:17][CH:16]=2)=[S:13])[CH:7]=1)=[O:5])[CH3:2]. Product: [CH2:1]([O:3][C:4]([C:6]1[S:13][C:12]([O:14][C:15]2[CH:20]=[CH:19][CH:18]=[CH:17][CH:16]=2)=[N:8][CH:7]=1)=[O:5])[CH3:2]. The catalyst class is: 21. (5) Reactant: [N:1]([CH2:4][C@@H:5]1[O:9][C:8](=[O:10])[N:7]([C:11]2[CH:16]=[CH:15][C:14]([C:17]3[O:18][CH:19]=[C:20]([CH2:22][N:23]4[CH:27]=[N:26][CH:25]=[N:24]4)[N:21]=3)=[C:13]([F:28])[CH:12]=2)[CH2:6]1)=[N+]=[N-].O.[C:30](OC(=O)C)(=[O:32])[CH3:31]. Product: [F:28][C:13]1[CH:12]=[C:11]([N:7]2[CH2:6][C@H:5]([CH2:4][NH:1][C:30](=[O:32])[CH3:31])[O:9][C:8]2=[O:10])[CH:16]=[CH:15][C:14]=1[C:17]1[O:18][CH:19]=[C:20]([CH2:22][N:23]2[CH:27]=[N:26][CH:25]=[N:24]2)[N:21]=1. The catalyst class is: 860. (6) Reactant: [CH3:1][N:2]1[C:6]([CH3:7])=[CH:5][C:4]([NH:8][C:9](=[O:30])[C:10]2[CH:15]=[C:14]([O:16]CC3C=CC=CC=3)[CH:13]=[C:12]([O:24][CH:25]([CH2:28][F:29])[CH2:26][F:27])[CH:11]=2)=[N:3]1. Product: [CH3:1][N:2]1[C:6]([CH3:7])=[CH:5][C:4]([NH:8][C:9](=[O:30])[C:10]2[CH:15]=[C:14]([OH:16])[CH:13]=[C:12]([O:24][CH:25]([CH2:26][F:27])[CH2:28][F:29])[CH:11]=2)=[N:3]1. The catalyst class is: 29.